This data is from Catalyst prediction with 721,799 reactions and 888 catalyst types from USPTO. The task is: Predict which catalyst facilitates the given reaction. (1) Reactant: [CH3:1][NH:2][C:3]([CH:5]1[CH2:14][C:13]2[N:15]([CH3:19])[C:16]([CH3:18])=[N:17][C:12]=2[C:11]2[NH:10][C@H:9]([C:20]3[CH:25]=[CH:24][CH:23]=[CH:22][CH:21]=3)[C@@H:8]([O:26][C:27](=[O:29])[CH3:28])[C:7](=[O:30])[C:6]1=2)=[O:4].C(=O)(O)[O-].[Na+]. Product: [CH3:1][NH:2][C:3]([C:5]1[C:6]2[C:7](=[O:30])[C@H:8]([O:26][C:27](=[O:29])[CH3:28])[C@@H:9]([C:20]3[CH:21]=[CH:22][CH:23]=[CH:24][CH:25]=3)[NH:10][C:11]=2[C:12]2[N:17]=[C:16]([CH3:18])[N:15]([CH3:19])[C:13]=2[CH:14]=1)=[O:4]. The catalyst class is: 13. (2) Reactant: [Cl:1][C:2]1[C:3]2[CH:10]=[CH:9][NH:8][C:4]=2[N:5]=[CH:6][N:7]=1.[I:11]N1C(=O)CCC1=O. Product: [Cl:1][C:2]1[C:3]2[C:10]([I:11])=[CH:9][NH:8][C:4]=2[N:5]=[CH:6][N:7]=1. The catalyst class is: 4. (3) Reactant: C([O:4][CH2:5][CH2:6][N:7]1[C:16]2[C:11](=[CH:12][C:13]([CH2:17][C:18]3[CH:23]=[CH:22][CH:21]=[C:20]([Cl:24])[C:19]=3[Cl:25])=[CH:14][CH:15]=2)[C:10](=[O:26])[C:9]([C:27]([O:29]CC)=[O:28])=[CH:8]1)(=O)C.[OH-].[Na+]. Product: [Cl:25][C:19]1[C:20]([Cl:24])=[CH:21][CH:22]=[CH:23][C:18]=1[CH2:17][C:13]1[CH:12]=[C:11]2[C:16](=[CH:15][CH:14]=1)[N:7]([CH2:6][CH2:5][OH:4])[CH:8]=[C:9]([C:27]([OH:29])=[O:28])[C:10]2=[O:26]. The catalyst class is: 8. (4) Reactant: [H-].[Na+].[F:3][C:4]1[CH:26]=[CH:25][C:7]([C:8]([NH:10][CH2:11][CH2:12][C:13]2[CH:17]=[CH:16][N:15]([C:18]3[CH:23]=[CH:22][C:21]([F:24])=[CH:20][N:19]=3)[N:14]=2)=[O:9])=[C:6]([N:27]2[N:31]=[CH:30][CH:29]=[N:28]2)[CH:5]=1.[CH2:32](I)[CH3:33].O. Product: [CH2:32]([N:10]([CH2:11][CH2:12][C:13]1[CH:17]=[CH:16][N:15]([C:18]2[CH:23]=[CH:22][C:21]([F:24])=[CH:20][N:19]=2)[N:14]=1)[C:8](=[O:9])[C:7]1[CH:25]=[CH:26][C:4]([F:3])=[CH:5][C:6]=1[N:27]1[N:28]=[CH:29][CH:30]=[N:31]1)[CH3:33]. The catalyst class is: 3. (5) Reactant: [F:1][C:2]([F:18])([F:17])[C:3]1[N:8]=[C:7]([O:9][C:10]2[CH:16]=[CH:15][C:13]([NH2:14])=[CH:12][CH:11]=2)[CH:6]=[CH:5][N:4]=1.Cl[C:20]1[CH:25]=[C:24]([C:26]2[CH:31]=[CH:30][CH:29]=[CH:28][CH:27]=2)[N:23]=[C:22]([NH2:32])[N:21]=1.C(O)(C)C.[OH-].[Na+]. Product: [C:26]1([C:24]2[N:23]=[C:22]([NH2:32])[N:21]=[C:20]([NH:14][C:13]3[CH:15]=[CH:16][C:10]([O:9][C:7]4[CH:6]=[CH:5][N:4]=[C:3]([C:2]([F:1])([F:17])[F:18])[N:8]=4)=[CH:11][CH:12]=3)[CH:25]=2)[CH:27]=[CH:28][CH:29]=[CH:30][CH:31]=1. The catalyst class is: 6. (6) Reactant: C([BH3-])#N.[Na+].[CH3:5][C:6]1[NH:7][C:8]2[C:13]([CH:14]=1)=[C:12]([C:15]([F:18])([F:17])[F:16])[CH:11]=[CH:10][CH:9]=2.N. Product: [CH3:5][CH:6]1[CH2:14][C:13]2[C:8](=[CH:9][CH:10]=[CH:11][C:12]=2[C:15]([F:17])([F:16])[F:18])[NH:7]1. The catalyst class is: 15. (7) The catalyst class is: 4. Product: [F:29][C:26]1[CH:25]=[CH:24][C:23]([CH2:22][NH:21][C:20]([C:8]2[C:9](=[O:19])[C:10]([O:11][CH2:12][C:13]3[CH:18]=[CH:17][CH:16]=[CH:15][CH:14]=3)=[C:5]3[C:3](=[O:2])[N:34]4[C@H:35]([CH3:43])[CH2:36][CH2:37][N:38]([CH2:39][CH:40]([CH3:42])[CH3:41])[C@H:32]4[CH2:31][N:6]3[CH:7]=2)=[O:30])=[CH:28][CH:27]=1. Reactant: C[O:2][C:3]([C:5]1[N:6]([CH2:31][CH:32]=O)[CH:7]=[C:8]([C:20](=[O:30])[NH:21][CH2:22][C:23]2[CH:28]=[CH:27][C:26]([F:29])=[CH:25][CH:24]=2)[C:9](=[O:19])[C:10]=1[O:11][CH2:12][C:13]1[CH:18]=[CH:17][CH:16]=[CH:15][CH:14]=1)=O.[NH2:34][C@H:35]([CH3:43])[CH2:36][CH2:37][NH:38][CH2:39][CH:40]([CH3:42])[CH3:41].C(O)(=O)C. (8) Reactant: [CH2:1]([O:8][C:9](=[O:29])[C@H:10]([NH:14][S:15]([C:18]1[C:23]([CH3:24])=[CH:22][C:21]([O:25][CH3:26])=[C:20]([CH3:27])[C:19]=1[CH3:28])(=[O:17])=[O:16])[CH:11]([CH3:13])[CH3:12])[C:2]1[CH:7]=[CH:6][CH:5]=[CH:4][CH:3]=1.[CH2:30]1[O:34][C:33]2[CH:35]=[C:36]([CH2:39]O)[CH:37]=[CH:38][C:32]=2[O:31]1.C(P(CCCC)CCCC)CCC.N(C(N1CCCCC1)=O)=NC(N1CCCCC1)=O. Product: [CH2:1]([O:8][C:9](=[O:29])[C@H:10]([N:14]([CH2:39][C:36]1[CH:37]=[CH:38][C:32]2[O:31][CH2:30][O:34][C:33]=2[CH:35]=1)[S:15]([C:18]1[C:23]([CH3:24])=[CH:22][C:21]([O:25][CH3:26])=[C:20]([CH3:27])[C:19]=1[CH3:28])(=[O:17])=[O:16])[CH:11]([CH3:13])[CH3:12])[C:2]1[CH:7]=[CH:6][CH:5]=[CH:4][CH:3]=1. The catalyst class is: 48. (9) Reactant: [CH3:1][C:2]1[CH:7]=[CH:6][CH:5]=[CH:4][C:3]=1[S:8](Cl)(=[O:10])=[O:9].C([N:14](CC)CC)C.[NH2:19][C@@H:20]1[CH2:24][CH2:23][N:22]([C:25](OC(C)(C)C)=O)[CH2:21]1.CCN(C(C)C)C(C)C.BrC#N. Product: [C:25]([N:22]1[CH2:23][CH2:24][C@@H:20]([NH:19][S:8]([C:3]2[CH:4]=[CH:5][CH:6]=[CH:7][C:2]=2[CH3:1])(=[O:10])=[O:9])[CH2:21]1)#[N:14]. The catalyst class is: 34.